Dataset: Full USPTO retrosynthesis dataset with 1.9M reactions from patents (1976-2016). Task: Predict the reactants needed to synthesize the given product. Given the product [NH2:1][C:2]1[N:7]=[C:6]([C:8]2[CH:9]=[C:10]3[C:11]([C:12]([NH2:13])=[N:36][NH:37]3)=[CH:14][CH:15]=2)[CH:5]=[C:4]([N:17]2[CH2:22][CH2:21][O:20][CH:19]([C:23]3[NH:24][CH:25]=[C:26]([C:28]4[CH:33]=[CH:32][CH:31]=[C:30]([O:34][CH3:35])[CH:29]=4)[N:27]=3)[CH2:18]2)[N:3]=1, predict the reactants needed to synthesize it. The reactants are: [NH2:1][C:2]1[N:7]=[C:6]([C:8]2[CH:15]=[CH:14][C:11]([C:12]#[N:13])=[C:10](F)[CH:9]=2)[CH:5]=[C:4]([N:17]2[CH2:22][CH2:21][O:20][CH:19]([C:23]3[NH:24][CH:25]=[C:26]([C:28]4[CH:33]=[CH:32][CH:31]=[C:30]([O:34][CH3:35])[CH:29]=4)[N:27]=3)[CH2:18]2)[N:3]=1.[NH2:36][NH2:37].